The task is: Predict the reactants needed to synthesize the given product.. This data is from Full USPTO retrosynthesis dataset with 1.9M reactions from patents (1976-2016). (1) Given the product [CH2:1]([O:8][C:9](=[O:23])[CH2:10][CH:11]([S:19]([N:28]1[CH2:29][CH2:30][CH:25]([CH3:24])[CH2:26][CH2:27]1)(=[O:21])=[O:20])[CH2:12][C:13]1[CH:18]=[CH:17][CH:16]=[CH:15][CH:14]=1)[C:2]1[CH:7]=[CH:6][CH:5]=[CH:4][CH:3]=1, predict the reactants needed to synthesize it. The reactants are: [CH2:1]([O:8][C:9](=[O:23])[CH2:10][CH:11]([S:19](Cl)(=[O:21])=[O:20])[CH2:12][C:13]1[CH:18]=[CH:17][CH:16]=[CH:15][CH:14]=1)[C:2]1[CH:7]=[CH:6][CH:5]=[CH:4][CH:3]=1.[CH3:24][CH:25]1[CH2:30][CH2:29][NH:28][CH2:27][CH2:26]1. (2) Given the product [F:22][C:23]1[CH:24]=[C:25]2[C:29](=[CH:30][C:31]=1[NH:32][C:33](=[O:37])[C@@H:34]([OH:36])[CH3:35])[NH:28][C:27](=[O:38])[C:26]2=[CH:20][C:3]1[NH:4][C:5]2[CH2:10][CH2:9][N:8]([CH2:11][CH2:12][N:13]3[CH2:14][CH2:15][O:16][CH2:17][CH2:18]3)[C:7](=[O:19])[C:6]=2[C:2]=1[CH3:1], predict the reactants needed to synthesize it. The reactants are: [CH3:1][C:2]1[C:6]2[C:7](=[O:19])[N:8]([CH2:11][CH2:12][N:13]3[CH2:18][CH2:17][O:16][CH2:15][CH2:14]3)[CH2:9][CH2:10][C:5]=2[NH:4][C:3]=1[CH:20]=O.[F:22][C:23]1[CH:24]=[C:25]2[C:29](=[CH:30][C:31]=1[NH:32][C:33](=[O:37])[C@@H:34]([OH:36])[CH3:35])[NH:28][C:27](=[O:38])[CH2:26]2. (3) Given the product [CH2:18]([O:17][C:16]([NH:15][C:12]1[CH:13]=[CH:14][C:9]([O:8][C:6]2[CH:5]=[CH:4][N:3]=[C:2]([N:1]([C:16]([O:25][C:33]3[CH:32]=[CH:7][CH:6]=[CH:5][CH:4]=3)=[O:17])[C:35](=[O:36])[O:37][C:38]3[CH:43]=[CH:42][CH:41]=[CH:40][CH:39]=3)[CH:7]=2)=[CH:10][C:11]=1[F:26])=[O:25])[C:19]1[CH:24]=[CH:23][CH:22]=[CH:21][CH:20]=1, predict the reactants needed to synthesize it. The reactants are: [NH2:1][C:2]1[CH:7]=[C:6]([O:8][C:9]2[CH:14]=[CH:13][C:12]([NH:15][C:16](=[O:25])[O:17][CH2:18][C:19]3[CH:24]=[CH:23][CH:22]=[CH:21][CH:20]=3)=[C:11]([F:26])[CH:10]=2)[CH:5]=[CH:4][N:3]=1.C(N([CH2:32][CH3:33])CC)C.Cl[C:35]([O:37][C:38]1[CH:43]=[CH:42][CH:41]=[CH:40][CH:39]=1)=[O:36].